This data is from Forward reaction prediction with 1.9M reactions from USPTO patents (1976-2016). The task is: Predict the product of the given reaction. (1) Given the reactants [C:1]([C:5]1[CH:14]=[C:13]2[C:8]([CH:9]([OH:15])[CH2:10][CH2:11][O:12]2)=[CH:7][CH:6]=1)([CH3:4])([CH3:3])[CH3:2].C1C=C[NH+]=CC=1.[O-][Cr](Cl)(=O)=O, predict the reaction product. The product is: [C:1]([C:5]1[CH:14]=[C:13]2[C:8]([C:9](=[O:15])[CH2:10][CH2:11][O:12]2)=[CH:7][CH:6]=1)([CH3:4])([CH3:2])[CH3:3]. (2) Given the reactants Cl[C:2]1[CH:3]=[C:4]([CH:7]=[CH:8][N:9]=1)[C:5]#[N:6].[CH3:10][NH:11][CH:12]1[CH2:17][CH2:16][N:15]([CH2:18][C:19]2[CH:24]=[CH:23][CH:22]=[C:21]([C:25]([F:28])([F:27])[F:26])[CH:20]=2)[CH2:14][CH2:13]1.C(N(C(C)C)CC)(C)C, predict the reaction product. The product is: [CH3:10][N:11]([CH:12]1[CH2:13][CH2:14][N:15]([CH2:18][C:19]2[CH:24]=[CH:23][CH:22]=[C:21]([C:25]([F:28])([F:26])[F:27])[CH:20]=2)[CH2:16][CH2:17]1)[C:2]1[CH:3]=[C:4]([CH:7]=[CH:8][N:9]=1)[C:5]#[N:6]. (3) Given the reactants O[C:2]([C@@H:4]([C:6]1[CH:15]=[CH:14][C:9]([CH2:10][CH:11]([CH3:13])[CH3:12])=[CH:8][CH:7]=1)[CH3:5])=[O:3].S(Cl)(Cl)=[O:17].N1C=CC=CC=1.Cl.[O:27]1[CH2:32][CH2:31]OCC1, predict the reaction product. The product is: [CH2:10]([C:9]1[CH:14]=[CH:15][C:6]([C@@H:4]([CH3:5])[C:2](=[O:3])[CH2:31][C:32]([OH:27])=[O:17])=[CH:7][CH:8]=1)[CH:11]([CH3:13])[CH3:12]. (4) Given the reactants [Cl:1][C:2]1[CH:3]=[C:4]2[C:8](=[CH:9][CH:10]=1)[N:7]([S:11]([C:14]1[CH:19]=[CH:18][CH:17]=[CH:16][CH:15]=1)(=[O:13])=[O:12])[C:6]([C:20]([O:22][CH2:23][CH3:24])=[O:21])=[C:5]2[S:25]([N:28]1[CH2:33][CH2:32][O:31][CH:30]([CH2:34][O:35][C:36]2[CH:41]=[CH:40][CH:39]=[CH:38][CH:37]=2)[CH2:29]1)(=[O:27])=[O:26].ClC1C=C2C(=CC=1)NC(C(N)=O)=C2S(N1CCO[C@H](COC2C=CC=CC=2)C1)(=O)=O.O(C[C@H]1OCCNC1)C1C=CC=CC=1, predict the reaction product. The product is: [Cl:1][C:2]1[CH:3]=[C:4]2[C:8](=[CH:9][CH:10]=1)[N:7]([S:11]([C:14]1[CH:19]=[CH:18][CH:17]=[CH:16][CH:15]=1)(=[O:12])=[O:13])[C:6]([C:20]([O:22][CH2:23][CH3:24])=[O:21])=[C:5]2[S:25]([N:28]1[CH2:33][CH2:32][O:31][C@H:30]([CH2:34][O:35][C:36]2[CH:41]=[CH:40][CH:39]=[CH:38][CH:37]=2)[CH2:29]1)(=[O:27])=[O:26]. (5) Given the reactants [CH2:1]1[C@H:5]([N:6]2[C:11](=[O:12])[N:10]=[C:9]([NH2:13])[CH:8]=[CH:7]2)[O:4][C@H:3]([CH2:14][O:15][P:16]([OH:19])([OH:18])=[O:17])[C@H:2]1[O:20][P:21]([O:24][CH2:25][C@H:26]1[O:30][C@@H:29]([N:31]2[C:35]3[N:36]=[CH:37][N:38]=[C:39]([NH2:40])[C:34]=3[N:33]=[CH:32]2)[C@H:28]([OH:41])[C@@H:27]1[OH:42])([OH:23])=[O:22].N1C=CN=C1.C(O)(=O)C.[C:52]([O:56][C:57]([N:59]([CH2:67][CH2:68][S:69][S:70][C:71]([CH3:74])([CH3:73])[CH3:72])[CH2:60][C:61](OCC#N)=[O:62])=[O:58])([CH3:55])([CH3:54])[CH3:53], predict the reaction product. The product is: [C:52]([O:56][C:57]([N:59]([CH2:67][CH2:68][S:69][S:70][C:71]([CH3:74])([CH3:73])[CH3:72])[CH2:60][C:61]([O:42][C@H:27]1[C@@H:28]([OH:41])[C@H:29]([N:31]2[CH:32]=[N:33][C:34]3[C:35]2=[N:36][CH:37]=[N:38][C:39]=3[NH2:40])[O:30][C@@H:26]1[CH2:25][O:24][P:21]([O:20][C@H:2]1[CH2:1][C@H:5]([N:6]2[CH:7]=[CH:8][C:9]([NH2:13])=[N:10][C:11]2=[O:12])[O:4][C@@H:3]1[CH2:14][O:15][P:16]([OH:18])([OH:19])=[O:17])([OH:23])=[O:22])=[O:62])=[O:58])([CH3:55])([CH3:54])[CH3:53]. (6) Given the reactants C[CH:2]([CH2:6][CH:7]([CH2:12][C:13]([C:15]1[CH:20]=[CH:19][CH:18]=[CH:17][CH:16]=1)=O)[CH2:8][CH2:9][CH2:10]C)[CH:3](O)C.S(O)(O)(=O)=O.[NH2:26][OH:27].[C:28]([O-])(=O)C.[Na+].[CH3:33][OH:34], predict the reaction product. The product is: [CH3:10][C:9]1[CH:8]=[C:7]([CH2:12][CH2:13][CH2:15][CH2:20][CH2:19][CH2:18][CH2:17][CH2:16][CH3:28])[CH:6]=[C:2]([CH:3]=[N:26][OH:27])[C:33]=1[OH:34]. (7) The product is: [F:1][C:2]1[C:8]([F:9])=[CH:7][CH:6]=[CH:5][C:3]=1[NH:4][CH2:11][C:12]1[CH:21]=[CH:20][C:15]([C:16]([O:18][CH3:19])=[O:17])=[CH:14][CH:13]=1. Given the reactants [F:1][C:2]1[C:8]([F:9])=[CH:7][CH:6]=[CH:5][C:3]=1[NH2:4].Br[CH2:11][C:12]1[CH:21]=[CH:20][C:15]([C:16]([O:18][CH3:19])=[O:17])=[CH:14][CH:13]=1.CCN(C(C)C)C(C)C.O, predict the reaction product. (8) Given the reactants Br[C:2]1[CH:3]=[C:4]2[C:8](=[CH:9][C:10]=1[C:11]#[N:12])[N:7]([CH3:13])[C:6](=[O:14])[CH2:5]2.[N:15]1[CH:20]=[CH:19][CH:18]=[C:17](B(O)O)[CH:16]=1.COCCOC.C(=O)([O-])[O-].[Na+].[Na+], predict the reaction product. The product is: [CH3:13][N:7]1[C:8]2[C:4](=[CH:3][C:2]([C:17]3[CH:16]=[N:15][CH:20]=[CH:19][CH:18]=3)=[C:10]([C:11]#[N:12])[CH:9]=2)[CH2:5][C:6]1=[O:14]. (9) Given the reactants [O-2].[Zn+2:2].[C:3]([OH:7])(=[O:6])[CH:4]=[CH2:5].[C:8]([O:12]CC)(=[O:11])[CH:9]=[CH2:10], predict the reaction product. The product is: [C:3]([O-:7])(=[O:6])[CH:4]=[CH2:5].[Zn+2:2].[C:8]([O-:12])(=[O:11])[CH:9]=[CH2:10].